This data is from Full USPTO retrosynthesis dataset with 1.9M reactions from patents (1976-2016). The task is: Predict the reactants needed to synthesize the given product. Given the product [F:18][C:14]1[CH:13]=[C:12]([C:9](=[O:8])[C@H:10]([OH:40])[CH3:11])[CH:17]=[CH:16][CH:15]=1, predict the reactants needed to synthesize it. The reactants are: C([Si]([O:8]/[C:9](/[C:12]1[CH:17]=[CH:16][CH:15]=[C:14]([F:18])[CH:13]=1)=[CH:10]\[CH3:11])(C)C)(C)(C)C.CC[C@@H]1[C@@H]2C[C@H]([C@@H](OC3C4C(=CC=CC=4)C(O[C@@H](C4C=CN=C5C=4C=C(OC)C=C5)[C@@H]4N5C[C@H](CC)[C@@H](CC5)C4)=NN=3)C3C=CN=C4C=3C=C([O:40]C)C=C4)N(CC2)C1.CS(N)(=O)=O.